This data is from Catalyst prediction with 721,799 reactions and 888 catalyst types from USPTO. The task is: Predict which catalyst facilitates the given reaction. (1) Reactant: C(=O)([O-])[O-].[K+].[K+].O.CC(C)=O.[CH3:12][O:13][C:14]([C:16]1[C:25]([CH3:26])=[C:24]([O:27]C(=O)C)[C:23]2[C:18](=[CH:19][CH:20]=[C:21]([F:31])[CH:22]=2)[CH:17]=1)=[O:15]. Product: [CH3:12][O:13][C:14]([C:16]1[C:25]([CH3:26])=[C:24]([OH:27])[C:23]2[C:18](=[CH:19][CH:20]=[C:21]([F:31])[CH:22]=2)[CH:17]=1)=[O:15]. The catalyst class is: 5. (2) Reactant: [CH3:1][N:2]1[C:10]2[CH:9]=[CH:8][CH:7]=[C:6]([C:11](OC3C=CC=CC=3)=[O:12])[C:5]=2[C:4]2([C:31]3[C:22](=[CH:23][C:24]4[O:29][CH2:28][CH2:27][O:26][C:25]=4[CH:30]=3)[O:21][CH2:20]2)[C:3]1=[O:32].Cl.[CH:34]1([NH2:38])[CH2:37][CH2:36][CH2:35]1.C(=O)([O-])[O-].[K+].[K+].CN(C)C=O. Product: [CH:34]1([NH:38][C:11]([C:6]2[C:5]3[C:4]4([C:31]5[C:22](=[CH:23][C:24]6[O:29][CH2:28][CH2:27][O:26][C:25]=6[CH:30]=5)[O:21][CH2:20]4)[C:3](=[O:32])[N:2]([CH3:1])[C:10]=3[CH:9]=[CH:8][CH:7]=2)=[O:12])[CH2:37][CH2:36][CH2:35]1. The catalyst class is: 6. (3) Reactant: Cl[C:2]1[CH:7]=[CH:6][C:5]([NH:8][C:9](=[O:19])[C:10]2[CH:15]=[CH:14][CH:13]=[C:12]([N:16]([CH3:18])[CH3:17])[CH:11]=2)=[CH:4][C:3]=1[N+:20]([O-:22])=[O:21].C([O-])([O-])=O.[K+].[K+].[NH2:29][C:30]1[CH:35]=[CH:34][C:33]([SH:36])=[CH:32][CH:31]=1.O. Product: [NH2:29][C:30]1[CH:35]=[CH:34][C:33]([S:36][C:2]2[CH:7]=[CH:6][C:5]([NH:8][C:9](=[O:19])[C:10]3[CH:15]=[CH:14][CH:13]=[C:12]([N:16]([CH3:18])[CH3:17])[CH:11]=3)=[CH:4][C:3]=2[N+:20]([O-:22])=[O:21])=[CH:32][CH:31]=1. The catalyst class is: 3. (4) Product: [C:1]1([CH3:9])[CH:6]=[CH:5][CH:4]=[C:3]([N:7]2[C:10](=[O:13])[CH2:18][CH2:17][O:8]2)[CH:2]=1. The catalyst class is: 9. Reactant: [C:1]1([CH3:9])[CH:6]=[CH:5][CH:4]=[C:3]([NH:7][OH:8])[CH:2]=1.[C:10](=[O:13])([O-])[O-].[K+].[K+].O.[C:17](OCC)(=O)[CH3:18].